From a dataset of Reaction yield outcomes from USPTO patents with 853,638 reactions. Predict the reaction yield, written as a fraction of the theoretical maximum amount of product (1.0 means a 100% yield; for example, 0.34 means a 34% yield). The reactants are [C:1]([O:6]CC)(=[O:5])C(C)=O.[CH2:9](O)[CH2:10]O.B(F)(F)F.[C:17]([OH:20])(=[O:19])[CH3:18]. The catalyst is ClCCl. The product is [CH3:18][C:17]1([C:1]([OH:6])=[O:5])[O:20][CH2:10][CH2:9][O:19]1. The yield is 0.380.